This data is from Forward reaction prediction with 1.9M reactions from USPTO patents (1976-2016). The task is: Predict the product of the given reaction. Given the reactants O[CH2:2][C:3]1([CH3:17])[CH2:5][CH:4]1[C:6]1[C:11]([O:12][CH2:13][O:14][CH3:15])=[CH:10][CH:9]=[CH:8][C:7]=1[OH:16].C1(P(C2C=CC=CC=2)C2C=CC=CC=2)C=CC=CC=1.N(/C(OC(C)C)=O)=N\C(OC(C)C)=O, predict the reaction product. The product is: [CH3:2][C:3]12[CH2:5][CH:4]1[C:6]1[C:11]([O:12][CH2:13][O:14][CH3:15])=[CH:10][CH:9]=[CH:8][C:7]=1[O:16][CH2:17]2.